The task is: Predict which catalyst facilitates the given reaction.. This data is from Catalyst prediction with 721,799 reactions and 888 catalyst types from USPTO. The catalyst class is: 1. Reactant: [CH3:1][O:2][C:3]1[CH:4]=[CH:5][C:6]([C@H:9]2[CH2:11][C@@H:10]2[CH2:12][O:13][C:14]2[C:19]([C:20]#[C:21][C:22]([O:24]CC)=O)=[CH:18][N:17]=[C:16]([CH3:27])[N:15]=2)=[N:7][CH:8]=1.[CH3:28][NH:29][NH2:30]. Product: [CH3:1][O:2][C:3]1[CH:4]=[CH:5][C:6]([C@H:9]2[CH2:11][C@@H:10]2[CH2:12][O:13][C:14]2[C:19]([C:20]3[N:29]([CH3:28])[NH:30][C:22](=[O:24])[CH:21]=3)=[CH:18][N:17]=[C:16]([CH3:27])[N:15]=2)=[N:7][CH:8]=1.